This data is from Forward reaction prediction with 1.9M reactions from USPTO patents (1976-2016). The task is: Predict the product of the given reaction. Given the reactants [CH:1]1([CH2:7][C:8]([OH:21])([CH2:11][C:12]([CH3:20])([C:14]2[CH:19]=[CH:18][CH:17]=[CH:16][CH:15]=2)[CH3:13])[CH2:9][OH:10])[CH2:6][CH2:5][CH2:4][CH2:3][CH2:2]1.CS(C)=O, predict the reaction product. The product is: [CH:1]1([CH2:7][C:8]([OH:21])([CH2:11][C:12]([CH3:13])([C:14]2[CH:15]=[CH:16][CH:17]=[CH:18][CH:19]=2)[CH3:20])[CH:9]=[O:10])[CH2:2][CH2:3][CH2:4][CH2:5][CH2:6]1.